From a dataset of Forward reaction prediction with 1.9M reactions from USPTO patents (1976-2016). Predict the product of the given reaction. Given the reactants [Cl:1][CH2:2][CH2:3][CH2:4][CH2:5][NH:6][C:7]1[C:16]2[C:11](=[CH:12][CH:13]=[CH:14][CH:15]=2)[N:10]=[CH:9][C:8]=1[NH2:17].[C:18](OCC)(OCC)(OCC)[CH2:19][CH3:20].Cl.N1C=CC=CC=1, predict the reaction product. The product is: [Cl:1][CH2:2][CH2:3][CH2:4][CH2:5][N:6]1[C:7]2[C:16]3[CH:15]=[CH:14][CH:13]=[CH:12][C:11]=3[N:10]=[CH:9][C:8]=2[N:17]=[C:18]1[CH2:19][CH3:20].